Dataset: Full USPTO retrosynthesis dataset with 1.9M reactions from patents (1976-2016). Task: Predict the reactants needed to synthesize the given product. (1) Given the product [F:36][C:37]([F:50])([F:49])[S:38]([O:1][C:2]1[C@:3]2([CH2:19][CH2:18][C@H:17]3[C@@H:8]([CH2:9][CH2:10][C:11]4[CH:12]=[C:13]([C:20]#[N:21])[CH:14]=[CH:15][C:16]=43)[C@@H:5]2[CH2:6][CH:7]=1)[CH3:4])(=[O:40])=[O:39], predict the reactants needed to synthesize it. The reactants are: [O:1]=[C:2]1[CH2:7][CH2:6][C@H:5]2[C@H:8]3[C@H:17]([CH2:18][CH2:19][C@:3]12[CH3:4])[C:16]1[CH:15]=[CH:14][C:13]([C:20]#[N:21])=[CH:12][C:11]=1[CH2:10][CH2:9]3.C(C1C=CC=C(C(C)(C)C)N=1)(C)(C)C.[F:36][C:37]([F:50])([F:49])[S:38](O[S:38]([C:37]([F:50])([F:49])[F:36])(=[O:40])=[O:39])(=[O:40])=[O:39].C(=O)([O-])O.[Na+]. (2) Given the product [Br:1][C:2]1[CH:3]=[CH:4][C:5]([OH:11])=[C:6]([C:8](=[O:10])/[CH:9]=[CH:21]/[C:13]2[N:12]=[C:16]3[CH:17]=[CH:18][CH:19]=[CH:20][N:15]3[CH:14]=2)[CH:7]=1, predict the reactants needed to synthesize it. The reactants are: [Br:1][C:2]1[CH:3]=[CH:4][C:5]([OH:11])=[C:6]([C:8](=[O:10])[CH3:9])[CH:7]=1.[N:12]1[C:13]([CH:21]=O)=[CH:14][N:15]2[CH:20]=[CH:19][CH:18]=[CH:17][C:16]=12.[OH-].[K+]. (3) Given the product [NH:18]1[C:22]2[CH:23]=[CH:24][CH:25]=[CH:26][C:21]=2[N:20]=[C:19]1[CH2:27][N:28]([CH3:29])[C:12](=[O:14])[CH2:11][N:7]1[C:6]2[CH:15]=[C:2]([Cl:1])[CH:3]=[CH:4][C:5]=2[S:9][C:8]1=[O:10], predict the reactants needed to synthesize it. The reactants are: [Cl:1][C:2]1[CH:3]=[CH:4][C:5]2[S:9][C:8](=[O:10])[N:7]([CH2:11][C:12]([OH:14])=O)[C:6]=2[CH:15]=1.Cl.Cl.[NH:18]1[C:22]2[CH:23]=[CH:24][CH:25]=[CH:26][C:21]=2[N:20]=[C:19]1[CH2:27][NH:28][CH3:29].C1C=CC2N(O)N=NC=2C=1.CCN=C=NCCCN(C)C.Cl.